Dataset: Reaction yield outcomes from USPTO patents with 853,638 reactions. Task: Predict the reaction yield, written as a fraction of the theoretical maximum amount of product (1.0 means a 100% yield; for example, 0.34 means a 34% yield). (1) No catalyst specified. The yield is 0.720. The reactants are NCC1C=C(NC(=O)N(CCC2C=CC(C(NC3C=C4C(=CC=3)C(N(C(OC(C)(C)C)=O)C(OC(C)(C)C)=O)=NC=C4)C(O)=O)=CC=2)C)C=CC=1S(CC)(=O)=O.[C:57]([O:61][C:62]([N:64]([C:105]([O:107][C:108]([CH3:111])([CH3:110])[CH3:109])=[O:106])[C:65]1[C:74]2[C:69](=[CH:70][C:71]([NH:75][CH:76]([C:80]3[CH:85]=[CH:84][C:83]([CH2:86][CH2:87][O:88][C:89](=[O:104])[NH:90][C:91]4[CH:96]=[CH:95][C:94]([S:97]([CH2:100][CH3:101])(=[O:99])=[O:98])=[C:93]([C:102]#[N:103])[CH:92]=4)=[CH:82][CH:81]=3)[C:77]([OH:79])=[O:78])=[CH:72][CH:73]=2)[CH:68]=[CH:67][N:66]=1)=[O:63])([CH3:60])([CH3:59])[CH3:58]. The product is [NH2:103][CH2:102][C:93]1[CH:92]=[C:91]([NH:90][C:89]([O:88][CH2:87][CH2:86][C:83]2[CH:84]=[CH:85][C:80]([CH:76]([NH:75][C:71]3[CH:70]=[C:69]4[C:74](=[CH:73][CH:72]=3)[C:65]([N:64]([C:105]([O:107][C:108]([CH3:109])([CH3:111])[CH3:110])=[O:106])[C:62]([O:61][C:57]([CH3:58])([CH3:60])[CH3:59])=[O:63])=[N:66][CH:67]=[CH:68]4)[C:77]([OH:79])=[O:78])=[CH:81][CH:82]=2)=[O:104])[CH:96]=[CH:95][C:94]=1[S:97]([CH2:100][CH3:101])(=[O:99])=[O:98]. (2) The reactants are [Cl-].[F:2][C:3]1[C:12]2[C:7](=[CH:8][CH:9]=[CH:10][CH:11]=2)[CH:6]=[CH:5][C:4]=1[O:13][CH2:14][CH2:15][NH3+:16].[S:17]1[CH:21]=[CH:20][CH:19]=[C:18]1[CH:22]=O. No catalyst specified. The product is [F:2][C:3]1[C:12]2[C:7](=[CH:8][CH:9]=[CH:10][CH:11]=2)[CH:6]=[CH:5][C:4]=1[O:13][CH2:14][CH2:15][NH:16][CH2:22][C:18]1[S:17][CH:21]=[CH:20][CH:19]=1. The yield is 0.820. (3) The yield is 0.990. The product is [F:12][C:13]([F:20])([F:19])[C:14]([NH:11][CH2:10][CH2:9][NH:8][C:1](=[O:2])[O:3][C:4]([CH3:5])([CH3:6])[CH3:7])=[O:15]. The catalyst is C1COCC1. The reactants are [C:1]([NH:8][CH2:9][CH2:10][NH2:11])([O:3][C:4]([CH3:7])([CH3:6])[CH3:5])=[O:2].[F:12][C:13]([F:20])([F:19])[C:14](OCC)=[O:15].